This data is from Catalyst prediction with 721,799 reactions and 888 catalyst types from USPTO. The task is: Predict which catalyst facilitates the given reaction. (1) Reactant: [CH:1]1([C@@H:4]([N:6]([CH2:25][C:26]2[CH:27]=[C:28]([O:40][CH3:41])[C:29]([NH:32]C(=O)OC(C)(C)C)=[N:30][CH:31]=2)[C:7](=[O:24])[CH2:8][N:9]2[C:21](=[O:22])[C@:12]3([C:20]4[C:15](=[CH:16][CH:17]=[CH:18][CH:19]=4)[CH2:14][CH2:13]3)[NH:11][C:10]2=[O:23])[CH3:5])[CH2:3][CH2:2]1.C(O)(C(F)(F)F)=O. Product: [NH2:32][C:29]1[N:30]=[CH:31][C:26]([CH2:25][N:6]([C@H:4]([CH:1]2[CH2:3][CH2:2]2)[CH3:5])[C:7](=[O:24])[CH2:8][N:9]2[C:21](=[O:22])[C@:12]3([C:20]4[C:15](=[CH:16][CH:17]=[CH:18][CH:19]=4)[CH2:14][CH2:13]3)[NH:11][C:10]2=[O:23])=[CH:27][C:28]=1[O:40][CH3:41]. The catalyst class is: 2. (2) Reactant: [OH:1][C:2]([C:5]([OH:8])([CH3:7])[CH3:6])([CH3:4])[CH3:3].N1C=CC=CC=1.[C:15](Cl)(=[O:19])[C:16](Cl)=[O:17]. Product: [CH3:3][C:2]1([CH3:4])[C:5]([CH3:7])([CH3:6])[O:8][C:16](=[O:17])[C:15](=[O:19])[O:1]1. The catalyst class is: 7. (3) Reactant: [CH2:1]1[CH:8]2[NH:9][CH:3]([CH2:4][C:5]([CH2:7]2)=[O:6])[CH2:2]1.C(N(CC)CC)C.[CH3:17][C:18]([O:21][C:22](O[C:22]([O:21][C:18]([CH3:20])([CH3:19])[CH3:17])=[O:23])=[O:23])([CH3:20])[CH3:19]. Product: [C:18]([O:21][C:22]([N:9]1[CH:8]2[CH2:1][CH2:2][CH:3]1[CH2:4][C:5](=[O:6])[CH2:7]2)=[O:23])([CH3:20])([CH3:19])[CH3:17]. The catalyst class is: 2. (4) Reactant: [CH2:1]([N:8]1[C@@H:13]([CH2:14][OH:15])[CH2:12][O:11][C@@H:10]([C:16]([N:18]([CH:39]2[CH2:41][CH2:40]2)[C@@H:19]([C:21]2[C:29]3[C:24](=[N:25][C:26]([CH3:30])=[CH:27][CH:28]=3)[N:23]([CH2:31][CH2:32][CH2:33][NH:34][C:35](=[O:38])[O:36][CH3:37])[N:22]=2)[CH3:20])=[O:17])[CH2:9]1)[C:2]1[CH:7]=[CH:6][CH:5]=[CH:4][CH:3]=1.[H-].[Na+].FC(F)(S(O[CH2:47][C:48]([F:51])([F:50])[F:49])(=O)=O)C(F)(F)[C:47](F)(F)[C:48]([F:51])([F:50])[F:49]. Product: [CH2:1]([N:8]1[C@@H:13]([CH2:14][O:15][CH2:47][C:48]([F:51])([F:50])[F:49])[CH2:12][O:11][C@@H:10]([C:16]([N:18]([CH:39]2[CH2:40][CH2:41]2)[C@@H:19]([C:21]2[C:29]3[C:24](=[N:25][C:26]([CH3:30])=[CH:27][CH:28]=3)[N:23]([CH2:31][CH2:32][CH2:33][NH:34][C:35](=[O:38])[O:36][CH3:37])[N:22]=2)[CH3:20])=[O:17])[CH2:9]1)[C:2]1[CH:7]=[CH:6][CH:5]=[CH:4][CH:3]=1. The catalyst class is: 7. (5) Reactant: [CH:1]1([CH2:7][C:8]2[NH:12][C:11]([CH2:13][CH2:14][C:15]3[CH:20]=[CH:19][C:18]([C:21]4[C:22]([C:27]([O:29]CC5C=CC=CC=5)=[O:28])=[N:23][CH:24]=[CH:25][CH:26]=4)=[CH:17][CH:16]=3)=[N:10][CH:9]=2)[CH2:6][CH2:5][CH2:4][CH2:3][CH2:2]1. Product: [CH:1]1([CH2:7][C:8]2[NH:12][C:11]([CH2:13][CH2:14][C:15]3[CH:16]=[CH:17][C:18]([C:21]4[C:22]([C:27]([OH:29])=[O:28])=[N:23][CH:24]=[CH:25][CH:26]=4)=[CH:19][CH:20]=3)=[N:10][CH:9]=2)[CH2:6][CH2:5][CH2:4][CH2:3][CH2:2]1. The catalyst class is: 63. (6) Reactant: [CH3:1][N:2]([CH3:18])[C:3]1[N:8]=[C:7]([C:9]2[CH:14]=[CH:13][CH:12]=[CH:11][CH:10]=2)[C:6]([C:15]([OH:17])=O)=[CH:5][N:4]=1.[CH3:19][NH:20][CH2:21][C@H:22]([OH:30])[C:23]1[CH:28]=[CH:27][CH:26]=[C:25]([OH:29])[CH:24]=1.Cl.CN1CCOCC1.[Cl-].COC1N=C(OC)N=C([N+]2(C)CCOCC2)N=1. Product: [OH:30][CH:22]([C:23]1[CH:28]=[CH:27][CH:26]=[C:25]([OH:29])[CH:24]=1)[CH2:21][N:20]([CH3:19])[C:15]([C:6]1[C:7]([C:9]2[CH:10]=[CH:11][CH:12]=[CH:13][CH:14]=2)=[N:8][C:3]([N:2]([CH3:1])[CH3:18])=[N:4][CH:5]=1)=[O:17]. The catalyst class is: 7. (7) Reactant: Cl.CN.C[CH2:5][N:6](CC)CC.[Cl:11][C:12]1[CH:13]=[C:14]([S:19](Cl)(=[O:21])=[O:20])[CH:15]=[CH:16][C:17]=1[Cl:18].Cl. Product: [Cl:11][C:12]1[CH:13]=[C:14]([S:19]([NH:6][CH3:5])(=[O:21])=[O:20])[CH:15]=[CH:16][C:17]=1[Cl:18]. The catalyst class is: 124. (8) Reactant: C([O:3][C:4]([C:6]1[N:11]=[N:10][C:9]([N:12]([CH2:20][C:21]2([C:25]3[C:30]([F:31])=[CH:29][CH:28]=[CH:27][N:26]=3)[CH2:24][CH2:23][CH2:22]2)[C:13](=[O:19])[O:14][C:15]([CH3:18])([CH3:17])[CH3:16])=[CH:8][CH:7]=1)=[CH2:5])C.Cl. Product: [C:4]([C:6]1[N:11]=[N:10][C:9]([N:12]([CH2:20][C:21]2([C:25]3[C:30]([F:31])=[CH:29][CH:28]=[CH:27][N:26]=3)[CH2:22][CH2:23][CH2:24]2)[C:13](=[O:19])[O:14][C:15]([CH3:18])([CH3:17])[CH3:16])=[CH:8][CH:7]=1)(=[O:3])[CH3:5]. The catalyst class is: 14. (9) Reactant: [Cl:1][CH2:2]C(CCl)=O.[CH2:7]([O:14][C:15]([NH:17][C@H:18]([C:26]([OH:28])=O)[CH2:19][C:20]1[CH:25]=[CH:24][CH:23]=[CH:22][CH:21]=1)=[O:16])[C:8]1[CH:13]=[CH:12][CH:11]=[CH:10][CH:9]=1.[BH4-].[Na+]. Product: [CH2:7]([O:14][C:15]([NH:17][C@@H:18]([CH2:19][C:20]1[CH:21]=[CH:22][CH:23]=[CH:24][CH:25]=1)[C@H:26]([OH:28])[CH2:2][Cl:1])=[O:16])[C:8]1[CH:9]=[CH:10][CH:11]=[CH:12][CH:13]=1. The catalyst class is: 111.